Dataset: Experimentally validated miRNA-target interactions with 360,000+ pairs, plus equal number of negative samples. Task: Binary Classification. Given a miRNA mature sequence and a target amino acid sequence, predict their likelihood of interaction. The miRNA is hsa-miR-7-5p with sequence UGGAAGACUAGUGAUUUUGUUGUU. The protein sequence of the target gene is MPSVSPAGPSAGAVPNATAVTTVRTNASGLEVPLFHLFARLDEELHGTFPGLWLALMAVHGAIFLAGLVLNGLALYVFCCRTRAKTPSVIYTINLVVTDLLVGLSLPTRFAVYYGARGCLRCAFPHVLGYFLNMHCSILFLTCICVDRYLAIVRPEGSRRCRQPACARAVCAFVWLAAGAVTLSVLGVTGSRPCCRVFALTVLEFLLPLLVISVFTGRIMCALSRPGLLHQGRQRRVRAMQLLLTVLIIFLVCFTPFHARQVAVALWPDMPHHTSLVVYHVAVTLSSLNSCMDPIVYCFV.... Result: 1 (interaction).